This data is from Catalyst prediction with 721,799 reactions and 888 catalyst types from USPTO. The task is: Predict which catalyst facilitates the given reaction. (1) Reactant: [NH2:1][C:2]1[CH:7]=[CH:6][CH:5]=[CH:4][C:3]=1[C:8](=[O:10])[CH3:9].C1C(=O)N([Br:18])C(=O)C1.OS(O)(=O)=O.O. Product: [NH2:1][C:2]1[CH:7]=[CH:6][C:5]([Br:18])=[CH:4][C:3]=1[C:8](=[O:10])[CH3:9]. The catalyst class is: 4. (2) Reactant: [NH2:1][C:2]1[C:3]2[C:10](I)=[CH:9][N:8]([C@@H:12]3[CH2:17][CH2:16][CH2:15][N:14]([C:18]([O:20][C:21]([CH3:24])([CH3:23])[CH3:22])=[O:19])[CH2:13]3)[C:4]=2[N:5]=[CH:6][N:7]=1.[O:25]([C:32]1[CH:37]=[CH:36][C:35](B(O)O)=[CH:34][CH:33]=1)[C:26]1[CH:31]=[CH:30][CH:29]=[CH:28][CH:27]=1.C([O-])([O-])=O.[Na+].[Na+]. Product: [NH2:1][C:2]1[C:3]2[C:10]([C:35]3[CH:36]=[CH:37][C:32]([O:25][C:26]4[CH:31]=[CH:30][CH:29]=[CH:28][CH:27]=4)=[CH:33][CH:34]=3)=[CH:9][N:8]([C@@H:12]3[CH2:17][CH2:16][CH2:15][N:14]([C:18]([O:20][C:21]([CH3:24])([CH3:23])[CH3:22])=[O:19])[CH2:13]3)[C:4]=2[N:5]=[CH:6][N:7]=1. The catalyst class is: 70. (3) Reactant: [NH:1]1[CH2:6][CH2:5][O:4][CH2:3][CH2:2]1.C([O-])([O-])=O.[Na+].[Na+].S(O[CH2:18][CH2:19][CH:20]1[CH2:25][CH2:24][N:23]([C:26]([O:28][C:29]([CH3:32])([CH3:31])[CH3:30])=[O:27])[CH2:22][CH2:21]1)(=O)(=O)C. Product: [C:29]([O:28][C:26]([N:23]1[CH2:24][CH2:25][CH:20]([CH2:19][CH2:18][N:1]2[CH2:6][CH2:5][O:4][CH2:3][CH2:2]2)[CH2:21][CH2:22]1)=[O:27])([CH3:32])([CH3:31])[CH3:30]. The catalyst class is: 131. (4) Reactant: [C:1]1([CH:7]([C:24]2[CH:29]=[CH:28][CH:27]=[CH:26][CH:25]=2)[CH2:8][NH:9][C:10]2[N:18]=[C:17]([C:19]([O:21][CH2:22][CH3:23])=[O:20])[N:16]=[C:15]3[C:11]=2[N:12]=[CH:13][NH:14]3)[CH:6]=[CH:5][CH:4]=[CH:3][CH:2]=1.CN1CCOCC1.FC(F)(F)S(O[Si](C)(C)C)(=O)=O.C(O[C@@H:53]1[O:65][C@H:64]([CH2:66][O:67][C:68](=[O:70])[CH3:69])[C@@H:59]([O:60][C:61](=[O:63])[CH3:62])[C@H:54]1[O:55][C:56](=[O:58])[CH3:57])(=O)C.C(=O)(O)[O-].[Na+]. Product: [C:56]([O:55][C@@H:54]1[C@H:59]([O:60][C:61](=[O:63])[CH3:62])[C@@H:64]([CH2:66][O:67][C:68](=[O:70])[CH3:69])[O:65][C@H:53]1[N:14]1[CH:13]=[N:12][C:11]2[C:15]1=[N:16][C:17]([C:19]([O:21][CH2:22][CH3:23])=[O:20])=[N:18][C:10]=2[NH:9][CH2:8][CH:7]([C:1]1[CH:2]=[CH:3][CH:4]=[CH:5][CH:6]=1)[C:24]1[CH:29]=[CH:28][CH:27]=[CH:26][CH:25]=1)(=[O:58])[CH3:57]. The catalyst class is: 843. (5) Reactant: [Br:1][C:2]1[CH:3]=[C:4]([C:8]([NH:11][C:12]2[CH:17]=[CH:16][C:15]([I:18])=[CH:14][C:13]=2[F:19])=[CH:9][N:10]=1)[C:5](O)=[O:6].C(N1C=CN=C1)([N:22]1C=CN=C1)=O.C([O-])(=O)C.[NH4+].O. Product: [Br:1][C:2]1[CH:3]=[C:4]([C:8]([NH:11][C:12]2[CH:17]=[CH:16][C:15]([I:18])=[CH:14][C:13]=2[F:19])=[CH:9][N:10]=1)[C:5]([NH2:22])=[O:6]. The catalyst class is: 9. (6) Reactant: N1C=CC=CC=1.[NH:7]1[C:15]2[C:10](=[CH:11][CH:12]=[CH:13][C:14]=2[CH2:16][CH2:17][C:18]2[CH:27]=[CH:26][C:21]([C:22]([O:24][CH3:25])=[O:23])=[CH:20][CH:19]=2)[CH2:9][CH2:8]1.[CH3:28][O:29][C:30]1[CH:31]=[C:32]([S:36](Cl)(=[O:38])=[O:37])[CH:33]=[CH:34][CH:35]=1.Cl. Product: [CH3:28][O:29][C:30]1[CH:31]=[C:32]([S:36]([N:7]2[C:15]3[C:10](=[CH:11][CH:12]=[CH:13][C:14]=3[CH2:16][CH2:17][C:18]3[CH:27]=[CH:26][C:21]([C:22]([O:24][CH3:25])=[O:23])=[CH:20][CH:19]=3)[CH2:9][CH2:8]2)(=[O:38])=[O:37])[CH:33]=[CH:34][CH:35]=1. The catalyst class is: 1. (7) The catalyst class is: 1. Product: [CH3:3][CH:2]([C@H:4]([CH2:20][C@H:21]([NH2:39])[C@@H:22]([OH:38])[CH2:23][C@H:24]([C:28]([NH:30][CH2:31][C:32]([C:35]([NH2:37])=[O:36])([CH3:33])[CH3:34])=[O:29])[CH:25]([CH3:26])[CH3:27])[CH2:5][C:6]1[CH:7]=[CH:8][C:9]([O:18][CH3:19])=[C:10]([O:12][CH2:13][CH2:14][CH2:15][O:16][CH3:17])[CH:11]=1)[CH3:1].[CH3:3][CH:2]([C@H:4]([CH2:20][C@H:21]([NH2:39])[C@@H:22]([OH:38])[CH2:23][C@H:24]([C:28]([NH:30][CH2:31][C:32]([C:35]([NH2:37])=[O:36])([CH3:33])[CH3:34])=[O:29])[CH:25]([CH3:26])[CH3:27])[CH2:5][C:6]1[CH:7]=[CH:8][C:9]([O:18][CH3:19])=[C:10]([O:12][CH2:13][CH2:14][CH2:15][O:16][CH3:17])[CH:11]=1)[CH3:1].[CH:41](/[C:40]([OH:47])=[O:46])=[CH:42]\[C:43]([OH:45])=[O:44]. Reactant: [CH3:1][CH:2]([C@H:4]([CH2:20][C@H:21]([NH2:39])[C@@H:22]([OH:38])[CH2:23][C@H:24]([C:28]([NH:30][CH2:31][C:32]([C:35]([NH2:37])=[O:36])([CH3:34])[CH3:33])=[O:29])[CH:25]([CH3:27])[CH3:26])[CH2:5][C:6]1[CH:7]=[CH:8][C:9]([O:18][CH3:19])=[C:10]([O:12][CH2:13][CH2:14][CH2:15][O:16][CH3:17])[CH:11]=1)[CH3:3].[C:40]([OH:47])(=[O:46])/[CH:41]=[CH:42]/[C:43]([OH:45])=[O:44]. (8) Reactant: [CH2:1]([O:3][C:4](Cl)=[O:5])[CH3:2].CN(C)C.[OH:11][C:12]12[C:30]3[C:25](=[CH:26][CH:27]=[CH:28][CH:29]=3)[C:24](=[O:31])[C:13]1([OH:32])[C:14]1[C:19]([O:20]2)=[CH:18][C:17]([CH:21]([CH3:23])[CH3:22])=[CH:16][CH:15]=1. Product: [C:4](=[O:5])([O:11][C:12]12[C:30]3[C:25](=[CH:26][CH:27]=[CH:28][CH:29]=3)[C:24](=[O:31])[C:13]1([OH:32])[C:14]1[CH:15]=[CH:16][C:17]([CH:21]([CH3:23])[CH3:22])=[CH:18][C:19]=1[O:20]2)[O:3][CH2:1][CH3:2]. The catalyst class is: 367. (9) Reactant: [CH2:1]([N:8]1[C:13](=[O:14])[C:12]2[S:15][N:16]=[C:17]([CH3:18])[C:11]=2[N:10]=[C:9]1[CH2:19][CH2:20][CH3:21])[C:2]1[CH:7]=[CH:6][CH:5]=[CH:4][CH:3]=1.C([O-])(=O)C.[Na+].[Br:27]Br.CCOC(C)=O. Product: [CH2:1]([N:8]1[C:13](=[O:14])[C:12]2[S:15][N:16]=[C:17]([CH3:18])[C:11]=2[N:10]=[C:9]1[CH:19]([Br:27])[CH2:20][CH3:21])[C:2]1[CH:3]=[CH:4][CH:5]=[CH:6][CH:7]=1. The catalyst class is: 15. (10) The catalyst class is: 2. Reactant: FC(F)(F)C(O)=O.[Cl:8][C:9]1[CH:18]=[C:17]2[C:12]([CH:13]=[CH:14][C:15](/[CH:19]=[CH:20]/[C:21]3[CH:36]=[CH:35][C:24]4[O:25][CH2:26][C:27]5[CH:34]=[CH:33][CH:32]=[CH:31][C:28]=5[CH:29](O)[C:23]=4[CH:22]=3)=[N:16]2)=[CH:11][C:10]=1[F:37].[SH:38][CH2:39][CH2:40][C:41]([OH:43])=[O:42]. Product: [Cl:8][C:9]1[CH:18]=[C:17]2[C:12]([CH:13]=[CH:14][C:15](/[CH:19]=[CH:20]/[C:21]3[CH:36]=[CH:35][C:24]4[O:25][CH2:26][C:27]5[CH:34]=[CH:33][CH:32]=[CH:31][C:28]=5[CH:29]([S:38][CH2:39][CH2:40][C:41]([OH:43])=[O:42])[C:23]=4[CH:22]=3)=[N:16]2)=[CH:11][C:10]=1[F:37].